Dataset: Full USPTO retrosynthesis dataset with 1.9M reactions from patents (1976-2016). Task: Predict the reactants needed to synthesize the given product. (1) Given the product [NH2:55][C:3]([C:27]1[NH:31][C:30]2[CH:40]=[CH:41][C:42]([C:44]#[N:45])=[CH:43][C:29]=2[N:28]=1)([C:4]1[C:12]([S:13][CH3:14])=[CH:11][C:10]([CH3:15])=[C:9]2[C:5]=1[CH:6]=[CH:7][N:8]2[S:16]([C:19]1[CH:20]=[CH:21][C:22]([CH3:23])=[CH:24][CH:25]=1)(=[O:17])=[O:18])[C:2]([F:47])([F:46])[F:1], predict the reactants needed to synthesize it. The reactants are: [F:1][C:2]([F:47])([F:46])[C:3]([C:27]1[N:31](COCC[Si](C)(C)C)[C:30]2[CH:40]=[CH:41][C:42]([C:44]#[N:45])=[CH:43][C:29]=2[N:28]=1)(O)[C:4]1[C:12]([S:13][CH3:14])=[CH:11][C:10]([CH3:15])=[C:9]2[C:5]=1[CH:6]=[CH:7][N:8]2[S:16]([C:19]1[CH:25]=[CH:24][C:22]([CH3:23])=[CH:21][CH:20]=1)(=[O:18])=[O:17].FC(F)(F)C(C1N(COCC[Si](C)(C)C)C2C=C(C#N)C=CC=2N=1)(O)C1C(SC)=CC(C)=C2C=1C=C[N:55]2S(C1C=CC(C)=CC=1)(=O)=O.Cl.S(Cl)(Cl)=O.C(O)C. (2) Given the product [Cl:1][C:2]1[N:7]=[C:6]([C:14]2[CH:15]=[CH:16][N:11]=[CH:12][CH:13]=2)[C:5]([O:9][CH3:10])=[CH:4][N:3]=1, predict the reactants needed to synthesize it. The reactants are: [Cl:1][C:2]1[N:7]=[C:6](Cl)[C:5]([O:9][CH3:10])=[CH:4][N:3]=1.[N:11]1[CH:16]=[CH:15][C:14](B(O)O)=[CH:13][CH:12]=1.[O-]P([O-])([O-])=O.[K+].[K+].[K+].O.O. (3) Given the product [Cl:1][C:2]1[CH:9]=[CH:8][C:5]([C:6]#[N:7])=[C:4]([C:10]2[C:15]([O:16][CH3:17])=[CH:14][N:13]([CH:23]([CH:22]([CH3:37])[CH3:21])[C:24]([O:26][CH2:27][CH3:28])=[O:25])[C:12](=[O:18])[CH:11]=2)[CH:3]=1, predict the reactants needed to synthesize it. The reactants are: [Cl:1][C:2]1[CH:9]=[CH:8][C:5]([C:6]#[N:7])=[C:4]([C:10]2[C:15]([O:16][CH3:17])=[CH:14][NH:13][C:12](=[O:18])[CH:11]=2)[CH:3]=1.[H-].[Na+].[CH3:21][CH:22]([CH3:37])[CH:23](OS(C(F)(F)F)(=O)=O)[C:24]([O:26][CH2:27][CH3:28])=[O:25]. (4) Given the product [F:2][C:3]1[CH:8]=[CH:7][C:6]2[N:9]=[CH:13][NH:10][C:5]=2[CH:4]=1, predict the reactants needed to synthesize it. The reactants are: Cl.[F:2][C:3]1[CH:8]=[CH:7][C:6]([NH2:9])=[C:5]([NH2:10])[CH:4]=1.[OH-].[Na+].[CH:13](O)=O. (5) Given the product [C:1]([O:5][C:6]([N:8]1[CH2:13][CH2:12][N:11]([C:14]2[C:19]([CH3:30])=[N:18][CH:17]=[C:16]([O:21][CH2:22][C:23]3[CH:28]=[CH:27][CH:26]=[C:25]([Cl:29])[CH:24]=3)[N:15]=2)[CH2:10][CH2:9]1)=[O:7])([CH3:4])([CH3:3])[CH3:2], predict the reactants needed to synthesize it. The reactants are: [C:1]([O:5][C:6]([N:8]1[CH2:13][CH2:12][N:11]([C:14]2[C:19](Br)=[N:18][CH:17]=[C:16]([O:21][CH2:22][C:23]3[CH:28]=[CH:27][CH:26]=[C:25]([Cl:29])[CH:24]=3)[N:15]=2)[CH2:10][CH2:9]1)=[O:7])([CH3:4])([CH3:3])[CH3:2].[CH3:30]B(O)O.[O-]P([O-])([O-])=O.[K+].[K+].[K+].